Predict the reaction yield, written as a fraction of the theoretical maximum amount of product (1.0 means a 100% yield; for example, 0.34 means a 34% yield). From a dataset of Reaction yield outcomes from USPTO patents with 853,638 reactions. (1) The reactants are [NH2:1][C:2]1[NH:3][C:4](=[O:46])[C:5]2[S:10][C:9](=[O:11])[N:8]([C@@H:12]3[O:34][C@H:33]([CH2:35][O:36]C(=O)C4C=CC=CC=4)[C@@H:23]([O:24]C(=O)C4C=CC=CC=4)[C@@:13]3([CH3:45])[O:14]C(=O)C3C=CC=CC=3)[C:6]=2[N:7]=1.N. The catalyst is CO. The product is [NH2:1][C:2]1[NH:3][C:4](=[O:46])[C:5]2[S:10][C:9](=[O:11])[N:8]([C@@H:12]3[O:34][C@H:33]([CH2:35][OH:36])[C@@H:23]([OH:24])[C@@:13]3([CH3:45])[OH:14])[C:6]=2[N:7]=1. The yield is 0.340. (2) The reactants are Br[CH2:2][CH2:3][CH2:4][CH2:5][CH2:6][CH2:7][CH2:8][CH2:9][CH2:10][CH2:11][CH2:12][CH2:13][CH2:14][CH2:15][CH2:16][C:17]([OH:19])=[O:18].[SH:20][CH2:21][CH2:22][CH2:23][OH:24].N1(C2CCCCCCCCCC2)CCCN=CCCCCC1. The catalyst is CN(C=O)C.[I-].C([N+](CCCC)(CCCC)CCCC)CCC. The product is [OH:24][CH2:23][CH2:22][CH2:21][S:20][CH2:2][CH2:3][CH2:4][CH2:5][CH2:6][CH2:7][CH2:8][CH2:9][CH2:10][CH2:11][CH2:12][CH2:13][CH2:14][CH2:15][CH2:16][C:17]([OH:19])=[O:18]. The yield is 0.530. (3) The reactants are [CH3:1][NH:2][CH2:3][CH2:4][C:5]#[C:6][C:7]1[CH:12]=[CH:11][CH:10]=[CH:9][N:8]=1.[Cl:13][C:14]1[CH:22]=[CH:21][CH:20]=[CH:19][C:15]=1[C:16](Cl)=[O:17]. No catalyst specified. The product is [Cl:13][C:14]1[CH:22]=[CH:21][CH:20]=[CH:19][C:15]=1[C:16]([N:2]([CH3:1])[CH2:3][CH2:4][C:5]#[C:6][C:7]1[CH:12]=[CH:11][CH:10]=[CH:9][N:8]=1)=[O:17]. The yield is 0.630. (4) The reactants are Cl.[CH2:2]([N:9]1[CH2:13][CH2:12][C:11]([CH2:17][C:18]2[CH:23]=[CH:22][CH:21]=[CH:20][CH:19]=2)(C(O)=O)[CH2:10]1)[C:3]1[CH:8]=[CH:7][CH:6]=[CH:5][CH:4]=1.CC[N:26]([CH2:29]C)CC.C1(P(N=[N+]=[N-])(C2C=CC=CC=2)=[O:38])C=CC=CC=1.[CH3:48][C:49]([OH:52])([CH3:51])[CH3:50]. No catalyst specified. The product is [CH2:2]([N:9]1[CH2:13][CH2:12][C:11]([NH:26][C:29](=[O:38])[O:52][C:49]([CH3:51])([CH3:50])[CH3:48])([CH2:17][C:18]2[CH:19]=[CH:20][CH:21]=[CH:22][CH:23]=2)[CH2:10]1)[C:3]1[CH:4]=[CH:5][CH:6]=[CH:7][CH:8]=1. The yield is 0.470. (5) The reactants are [F:1][C:2]([F:13])([F:12])[CH2:3][CH:4]([CH2:7][C:8]([F:11])([F:10])[F:9])[CH:5]=O.[C:14]1(C)[C:15]([S@@:20]([NH2:22])=[O:21])=[CH:16][CH:17]=[CH:18][CH:19]=1.O.[CH3:25]COCC. The catalyst is [O-]CC.[Ti+4].[O-]CC.[O-]CC.[O-]CC. The product is [CH3:25][C:18]1[CH:19]=[CH:14][C:15]([S:20](/[N:22]=[CH:5]\[CH:4]([CH2:7][C:8]([F:11])([F:10])[F:9])[CH2:3][C:2]([F:13])([F:12])[F:1])=[O:21])=[CH:16][CH:17]=1. The yield is 0.412. (6) The reactants are [CH3:1][C:2]1[CH:13]=[CH:12][C:5]([CH2:6][N:7]2[CH:11]=[N:10][CH:9]=[N:8]2)=[CH:4][CH:3]=1.[CH:14](=[O:16])[CH3:15]. No catalyst specified. The product is [CH3:1][C:2]1[CH:3]=[CH:4][C:5]([CH2:6][N:7]2[C:11]([CH:14]([OH:16])[CH3:15])=[N:10][CH:9]=[N:8]2)=[CH:12][CH:13]=1. The yield is 0.860. (7) No catalyst specified. The product is [Cl:1][C:2]1[N:7]=[C:6]([C:8]([O:10][CH2:11][CH3:12])=[O:9])[C:5]([NH:17][CH:14]2[CH2:16][CH2:15]2)=[CH:4][N:3]=1. The yield is 0.540. The reactants are [Cl:1][C:2]1[N:7]=[C:6]([C:8]([O:10][CH2:11][CH3:12])=[O:9])[C:5](F)=[CH:4][N:3]=1.[CH:14]1([NH2:17])[CH2:16][CH2:15]1.